From a dataset of Reaction yield outcomes from USPTO patents with 853,638 reactions. Predict the reaction yield, written as a fraction of the theoretical maximum amount of product (1.0 means a 100% yield; for example, 0.34 means a 34% yield). (1) The reactants are [Cl:1][C:2]1[CH:7]=[C:6]([CH3:8])[C:5]([N+:9]([O-:11])=[O:10])=[CH:4][N+:3]=1[O-].C([O-])(O)=O.[Na+].O=P(Cl)(Cl)[Cl:20]. The catalyst is O. The product is [Cl:20][C:4]1[C:5]([N+:9]([O-:11])=[O:10])=[C:6]([CH3:8])[CH:7]=[C:2]([Cl:1])[N:3]=1. The yield is 0.280. (2) The reactants are C[Si]([N-][Si](C)(C)C)(C)C.[Na+].[NH2:11][C:12]1[N:16](C(OC(C)(C)C)=O)[N:15]=[C:14]([CH2:24][CH2:25][C:26]2[CH:31]=[C:30]([O:32][CH3:33])[CH:29]=[C:28]([O:34][CH3:35])[CH:27]=2)[CH:13]=1.[F:36][CH:37]1[CH2:42][CH2:41][N:40]([CH2:43][C:44]2[CH:53]=[CH:52][C:47]([C:48](OC)=[O:49])=[CH:46][CH:45]=2)[CH2:39][CH2:38]1. The catalyst is C1COCC1. The product is [CH3:33][O:32][C:30]1[CH:31]=[C:26]([CH2:25][CH2:24][C:14]2[CH:13]=[C:12]([NH:11][C:48](=[O:49])[C:47]3[CH:46]=[CH:45][C:44]([CH2:43][N:40]4[CH2:39][CH2:38][CH:37]([F:36])[CH2:42][CH2:41]4)=[CH:53][CH:52]=3)[NH:16][N:15]=2)[CH:27]=[C:28]([O:34][CH3:35])[CH:29]=1. The yield is 0.160. (3) The reactants are C([O-])(=O)C.C([O-])(=O)C.[CH3:9][O:10][C:11]1[CH:16]=[CH:15][C:14]([IH+:17])=[CH:13][CH:12]=1.[CH3:18][O:19][C:20]1[CH:25]=[CH:24][C:23]([IH+])=[CH:22][CH:21]=1.[F:27][C:28]([F:33])([F:32])[C:29]([OH:31])=[O:30].C1(OC)C=CC=CC=1. The catalyst is ClCCl. The product is [F:27][C:28]([F:33])([F:32])[C:29]([O-:31])=[O:30].[CH3:9][O:10][C:11]1[CH:16]=[CH:15][C:14]([I+:17][C:23]2[CH:24]=[CH:25][C:20]([O:19][CH3:18])=[CH:21][CH:22]=2)=[CH:13][CH:12]=1. The yield is 0.710.